From a dataset of Reaction yield outcomes from USPTO patents with 853,638 reactions. Predict the reaction yield, written as a fraction of the theoretical maximum amount of product (1.0 means a 100% yield; for example, 0.34 means a 34% yield). (1) The reactants are [OH:1][C:2]1[CH:10]=[CH:9][C:8]([C:11]2[N:12]([C:27]([O:29][C:30]([CH3:33])([CH3:32])[CH3:31])=[O:28])[C:13]3[C:18]([CH:19]=2)=[CH:17][C:16]([CH2:20][N:21]2[CH2:26][CH2:25][CH2:24][CH2:23][CH2:22]2)=[CH:15][CH:14]=3)=[C:7]2[C:3]=1[CH2:4][NH:5][C:6]2=[O:34].C(N(CC)CC)C.[Cl:42][C:43]1[N:47]([CH3:48])[N:46]=[C:45]([CH3:49])[C:44]=1[S:50](Cl)(=[O:52])=[O:51]. The catalyst is C(#N)C. The product is [CH3:48][N:47]1[C:43]([Cl:42])=[C:44]([S:50]([O:1][C:2]2[CH:10]=[CH:9][C:8]([C:11]3[N:12]([C:27]([O:29][C:30]([CH3:31])([CH3:33])[CH3:32])=[O:28])[C:13]4[C:18]([CH:19]=3)=[CH:17][C:16]([CH2:20][N:21]3[CH2:26][CH2:25][CH2:24][CH2:23][CH2:22]3)=[CH:15][CH:14]=4)=[C:7]3[C:3]=2[CH2:4][NH:5][C:6]3=[O:34])(=[O:52])=[O:51])[C:45]([CH3:49])=[N:46]1. The yield is 0.290. (2) The reactants are [CH:1]1([CH2:7][CH:8]([C:19]2[CH:24]=[CH:23][C:22]([C:25]3[CH:30]=[CH:29][C:28]([C:31]([F:34])([F:33])[F:32])=[CH:27][CH:26]=3)=[CH:21][CH:20]=2)[O:9][C:10]2[CH:18]=[CH:17][C:13](C(O)=O)=[CH:12][CH:11]=2)[CH2:6][CH2:5][CH2:4][CH2:3][CH2:2]1.Cl[C:36]1[N:41]=[C:40]([O:42]C)N=C(OC)N=1.[CH3:46]N1CCOCC1.[CH2:53]([O:55][C:56](=[O:61])[CH:57](O)[CH2:58]N)[CH3:54]. The catalyst is C1COCC1.CCOC(C)=O.O. The product is [CH2:53]([O:55][C:56](=[O:61])[CH:57]([CH3:58])[CH2:36][NH:41][C:40](=[O:42])[C:13]1[CH:12]=[CH:11][C:10]([O:9][CH:8]([C:19]2[CH:24]=[CH:23][C:22]([C:25]3[CH:30]=[CH:29][C:28]([C:31]([F:34])([F:33])[F:32])=[CH:27][CH:26]=3)=[CH:21][CH:20]=2)[CH2:7][CH:1]2[CH2:2][CH2:3][CH2:4][CH2:5][CH2:6]2)=[C:18]([CH3:46])[CH:17]=1)[CH3:54]. The yield is 0.560. (3) The reactants are [F:1][C:2]([F:26])([F:25])[S:3]([O:6][C:7]1[CH:8]=[CH:9][C:10]2[O:24][CH2:23][C:13]3([C:21]4[C:16](=[CH:17][CH:18]=[CH:19][CH:20]=4)[NH:15][C:14]3=[O:22])[C:11]=2[CH:12]=1)(=[O:5])=[O:4].[OH-].[Na+].Br[CH2:30][C:31]1[O:32][C:33]([C:36]([F:39])([F:38])[F:37])=[CH:34][CH:35]=1. The catalyst is CN(C)C=O.C(OCC)(=O)C. The product is [F:26][C:2]([F:1])([F:25])[S:3]([O:6][C:7]1[CH:8]=[CH:9][C:10]2[O:24][CH2:23][C:13]3([C:21]4[C:16](=[CH:17][CH:18]=[CH:19][CH:20]=4)[N:15]([CH2:30][C:31]4[O:32][C:33]([C:36]([F:39])([F:38])[F:37])=[CH:34][CH:35]=4)[C:14]3=[O:22])[C:11]=2[CH:12]=1)(=[O:5])=[O:4]. The yield is 0.800. (4) The product is [NH2:1][C:2]1[C:3]([C:9]([OH:10])=[O:12])=[N:4][CH:5]=[C:6]([Br:8])[CH:7]=1. The reactants are [NH2:1][C:2]1[C:3]([C:9](N)=[O:10])=[N:4][CH:5]=[C:6]([Br:8])[CH:7]=1.[OH-:12].[Na+].Cl. The yield is 0.950. No catalyst specified. (5) The yield is 0.320. The product is [N:33]1[CH:34]=[CH:35][CH:36]=[CH:37][C:32]=1[CH2:31][N:27]1[C:28]2[C:24](=[CH:23][C:22]([NH:21][C:13]3[C:12]4[C:11]([OH:3])=[CH:20][CH:19]=[CH:18][C:17]=4[N:16]=[CH:15][N:14]=3)=[CH:30][CH:29]=2)[CH:25]=[N:26]1. The reactants are [H-].[Na+].[OH:3]CCNC(=O)C.F[C:11]1[CH:20]=[CH:19][CH:18]=[C:17]2[C:12]=1[C:13]([NH:21][C:22]1[CH:23]=[C:24]3[C:28](=[CH:29][CH:30]=1)[N:27]([CH2:31][C:32]1[CH:37]=[CH:36][CH:35]=[CH:34][N:33]=1)[N:26]=[CH:25]3)=[N:14][CH:15]=[N:16]2. The catalyst is CC(N(C)C)=O. (6) The reactants are [NH:1]1[C:9]2[C:4](=[CH:5][CH:6]=[CH:7][C:8]=2[CH:10]=O)[CH:3]=[CH:2]1.[N:12]1[C:21]2[CH:20]([NH:22][CH2:23][CH2:24][CH2:25][CH2:26][NH:27][C:28](=[O:34])[O:29][C:30]([CH3:33])([CH3:32])[CH3:31])[CH2:19][CH2:18][CH2:17][C:16]=2[CH:15]=[CH:14][CH:13]=1.C(O[BH-](OC(=O)C)OC(=O)C)(=O)C.[Na+].C(=O)(O)[O-].[Na+]. The catalyst is ClCCCl.C(O)(=O)C. The product is [NH:1]1[C:9]2[C:4](=[CH:5][CH:6]=[CH:7][C:8]=2[CH2:10][N:22]([CH:20]2[C:21]3[N:12]=[CH:13][CH:14]=[CH:15][C:16]=3[CH2:17][CH2:18][CH2:19]2)[CH2:23][CH2:24][CH2:25][CH2:26][NH:27][C:28](=[O:34])[O:29][C:30]([CH3:33])([CH3:32])[CH3:31])[CH:3]=[CH:2]1. The yield is 0.350.